Task: Predict the reactants needed to synthesize the given product.. Dataset: Full USPTO retrosynthesis dataset with 1.9M reactions from patents (1976-2016) (1) Given the product [CH:18]1([CH2:21][O:22][CH2:23][CH:24]2[CH2:25][CH2:26][CH:27]([N:1]3[CH2:2][CH2:3][CH:4]([N:7]4[C:12](=[O:13])[CH2:11][O:10][C@H:9]5[CH2:14][CH2:15][CH2:16][CH2:17][C@H:8]45)[CH2:5][CH2:6]3)[CH2:28][CH2:29]2)[CH2:19][CH2:20]1, predict the reactants needed to synthesize it. The reactants are: [NH:1]1[CH2:6][CH2:5][CH:4]([N:7]2[C:12](=[O:13])[CH2:11][O:10][C@H:9]3[CH2:14][CH2:15][CH2:16][CH2:17][C@H:8]23)[CH2:3][CH2:2]1.[CH:18]1([CH2:21][O:22][CH2:23][CH:24]2[CH2:29][CH2:28][C:27](=O)[CH2:26][CH2:25]2)[CH2:20][CH2:19]1. (2) Given the product [Cl:37][C:11]1[C:2]([F:1])=[CH:3][C:4]2[C:5]3[C:6]([C:12](=[O:21])[N:13]([C:15]4[CH:20]=[CH:19][CH:18]=[CH:17][CH:16]=4)[N:14]=3)=[CH:7][NH:8][C:9]=2[CH:10]=1, predict the reactants needed to synthesize it. The reactants are: [F:1][C:2]1[CH:11]=[CH:10][C:9]2[NH:8][CH:7]=[C:6]3[C:12](=[O:21])[N:13]([C:15]4[CH:20]=[CH:19][CH:18]=[CH:17][CH:16]=4)[N:14]=[C:5]3[C:4]=2[CH:3]=1.C(OC(C1C=NC2C(C=1[Cl:37])=CC(F)=C(Cl)C=2)=O)C. (3) Given the product [CH3:25][O:24][C:7]1[CH:6]=[CH:5][C:4]2[N:3]=[C:2]([NH:26][C:27]3[CH:28]=[C:29]([NH:33][C:34](=[O:36])[CH3:35])[CH:30]=[CH:31][CH:32]=3)[C:11]3[NH:12][N:13]=[CH:14][C:10]=3[C:9]=2[CH:8]=1, predict the reactants needed to synthesize it. The reactants are: Cl[C:2]1[C:11]2=[N:12][N:13](CC3C=CC(OC)=CC=3)[CH:14]=[C:10]2[C:9]2[CH:8]=[C:7]([O:24][CH3:25])[CH:6]=[CH:5][C:4]=2[N:3]=1.[NH2:26][C:27]1[CH:28]=[C:29]([NH:33][C:34](=[O:36])[CH3:35])[CH:30]=[CH:31][CH:32]=1.Cl.